From a dataset of Full USPTO retrosynthesis dataset with 1.9M reactions from patents (1976-2016). Predict the reactants needed to synthesize the given product. (1) The reactants are: [C:1]([C:4]1[CH:5]=[CH:6][C:7]2[S:11][C:10]([NH:12][C:13](=[O:24])[C:14]3[CH:19]=[CH:18][CH:17]=[C:16]([C:20]([F:23])([F:22])[F:21])[CH:15]=3)=[N:9][C:8]=2[CH:25]=1)(=[O:3])[CH3:2].Br[CH:27]([CH2:32][CH3:33])[C:28]([O:30]C)=[O:29].ClC1C=C(C=CC=1)C(NC1SC2C(F)=C(F)C(F)=CC=2N=1)=O.BrCC(OCC)=O. Given the product [C:1]([C:4]1[CH:5]=[CH:6][C:7]2[S:11][C:10](=[N:12][C:13](=[O:24])[C:14]3[CH:19]=[CH:18][CH:17]=[C:16]([C:20]([F:22])([F:23])[F:21])[CH:15]=3)[N:9]([CH:27]([CH2:32][CH3:33])[C:28]([OH:30])=[O:29])[C:8]=2[CH:25]=1)(=[O:3])[CH3:2], predict the reactants needed to synthesize it. (2) Given the product [CH2:1]([S:4]([C:5]1[CH:6]=[C:7]([CH:36]=[CH:37][CH:38]=1)[C:8]([NH:10][C@@H:11]([CH2:27][C:28]1[CH:29]=[C:30]([F:35])[CH:31]=[C:32]([F:34])[CH:33]=1)[C@H:12]([OH:26])[CH2:13][NH:14][C:15]1([C:18]2[CH:23]=[CH:22][CH:21]=[C:20]([CH2:24][CH3:25])[CH:19]=2)[CH2:17][CH2:16]1)=[O:9])=[O:41])[CH:2]=[CH2:3], predict the reactants needed to synthesize it. The reactants are: [CH2:1]([S:4][C:5]1[CH:6]=[C:7]([CH:36]=[CH:37][CH:38]=1)[C:8]([NH:10][C@@H:11]([CH2:27][C:28]1[CH:33]=[C:32]([F:34])[CH:31]=[C:30]([F:35])[CH:29]=1)[C@H:12]([OH:26])[CH2:13][NH:14][C:15]1([C:18]2[CH:23]=[CH:22][CH:21]=[C:20]([CH2:24][CH3:25])[CH:19]=2)[CH2:17][CH2:16]1)=[O:9])[CH:2]=[CH2:3].CC(O)=[O:41].C1C=C(Cl)C=C(C(OO)=O)C=1. (3) Given the product [Cl:1][C:2]1[CH:3]=[CH:4][C:5]([CH2:6][NH:7][C:8]([C:10]2[C:11](=[O:25])[C:12]3[CH:22]=[C:21]([CH2:23][N:42]([CH2:31][CH:30]([OH:52])[C:33]4[CH:38]=[N:37][CH:36]=[CH:35][N:34]=4)[CH3:46])[S:20][C:13]=3[N:14]([CH2:16][CH2:17][O:18][CH3:19])[CH:15]=2)=[O:9])=[CH:26][CH:27]=1, predict the reactants needed to synthesize it. The reactants are: [Cl:1][C:2]1[CH:27]=[CH:26][C:5]([CH2:6][NH:7][C:8]([C:10]2[C:11](=[O:25])[C:12]3[CH:22]=[C:21]([CH2:23]Cl)[S:20][C:13]=3[N:14]([CH2:16][CH2:17][O:18][CH3:19])[CH:15]=2)=[O:9])=[CH:4][CH:3]=1.CN[CH:30]([C:33]1[CH:38]=[N:37][CH:36]=[CH:35][N:34]=1)[CH2:31]O.C([N:42]([CH2:46]C)C(C)C)(C)C.CN(C=[O:52])C.